Dataset: Plasma protein binding rate (PPBR) regression data from AstraZeneca. Task: Regression/Classification. Given a drug SMILES string, predict its absorption, distribution, metabolism, or excretion properties. Task type varies by dataset: regression for continuous measurements (e.g., permeability, clearance, half-life) or binary classification for categorical outcomes (e.g., BBB penetration, CYP inhibition). For this dataset (ppbr_az), we predict Y. (1) The drug is NC(=O)c1cncc(-c2ccc([C@H]3CC[C@H](CC(=O)O)CC3)cc2)c1. The Y is 97.3 %. (2) The compound is COc1cncc(NC(=O)c2cc(NC(=O)c3cccc(C(C)(C)C#N)c3)ccc2C)c1. The Y is 97.5 %. (3) The molecule is Cn1c(=O)c2c(ncn2C)n(C)c1=O. The Y is 24.4 %. (4) The compound is COc1ccc2ncc(C#N)c(CCN3CCC(NCc4cc5c(cn4)OCS5)CC3)c2c1. The Y is 91.1 %. (5) The drug is O=C(NC[C@@H](O)CN1CCC(Oc2ccc(Cl)c(Cl)c2)CC1)c1cc(=O)[nH]c2ccccc12. The Y is 98.2 %. (6) The compound is N#Cc1ccc2[nH]c(-c3ccc(F)cc3)c(CCCC(=O)NS(N)(=O)=O)c2c1. The Y is 98.5 %.